This data is from Reaction yield outcomes from USPTO patents with 853,638 reactions. The task is: Predict the reaction yield, written as a fraction of the theoretical maximum amount of product (1.0 means a 100% yield; for example, 0.34 means a 34% yield). The reactants are [Br:1][C:2]1[C:7]([O:8][CH2:9][CH3:10])=[C:6]([F:11])[CH:5]=[C:4]([Cl:12])[C:3]=1[NH2:13].[C:14](OC(=O)C)(=[O:16])[CH3:15]. No catalyst specified. The product is [Br:1][C:2]1[C:7]([O:8][CH2:9][CH3:10])=[C:6]([F:11])[CH:5]=[C:4]([Cl:12])[C:3]=1[NH:13][C:14](=[O:16])[CH3:15]. The yield is 0.760.